From a dataset of Forward reaction prediction with 1.9M reactions from USPTO patents (1976-2016). Predict the product of the given reaction. (1) Given the reactants [CH:1]1([NH:4][C:5](=[O:31])[C:6]2[CH:11]=[C:10]([F:12])[C:9]([CH3:13])=[C:8]([C:14]3[CH:15]=[C:16]4[C:21](=[CH:22][CH:23]=3)[C:20](=[O:24])[N:19]([CH2:25][CH:26]3[CH2:28][CH2:27]3)[CH:18]=[C:17]4[CH:29]=O)[CH:7]=2)[CH2:3][CH2:2]1.[CH3:32][C@H:33]1[NH:38][CH2:37][CH2:36][N:35](C(OC(C)(C)C)=O)[CH2:34]1, predict the reaction product. The product is: [CH:1]1([NH:4][C:5](=[O:31])[C:6]2[CH:11]=[C:10]([F:12])[C:9]([CH3:13])=[C:8]([C:14]3[CH:15]=[C:16]4[C:21](=[CH:22][CH:23]=3)[C:20](=[O:24])[N:19]([CH2:25][CH:26]3[CH2:28][CH2:27]3)[CH:18]=[C:17]4[CH2:29][N:38]3[CH2:37][CH2:36][NH:35][CH2:34][C@H:33]3[CH3:32])[CH:7]=2)[CH2:3][CH2:2]1. (2) Given the reactants [Cl:1][C:2]1[CH:3]=[C:4]([C:8]([C:11]#[C:12][C:13]2[CH:18]=[CH:17][CH:16]=[CH:15][C:14]=2[Cl:19])=[CH:9][N:10]=1)[CH:5]=[N:6][OH:7].[I:20]Cl, predict the reaction product. The product is: [Cl:1][C:2]1[CH:3]=[C:4]2[C:8]([C:11]([I:20])=[C:12]([C:13]3[CH:18]=[CH:17][CH:16]=[CH:15][C:14]=3[Cl:19])[N+:6]([O-:7])=[CH:5]2)=[CH:9][N:10]=1. (3) Given the reactants [CH3:1][N:2]([CH3:18])[CH2:3][CH2:4][N:5]1[CH2:10][CH2:9][C:8]2[NH:11][C:12]([CH:15]=O)=[C:13]([CH3:14])[C:7]=2[C:6]1=[O:17].[Cl:19][C:20]1[CH:21]=[C:22]([NH:27][C:28]2[C:29]3[CH2:36][C:35](=[O:37])[NH:34][C:30]=3[N:31]=[CH:32][N:33]=2)[CH:23]=[CH:24][C:25]=1[F:26], predict the reaction product. The product is: [Cl:19][C:20]1[CH:21]=[C:22]([NH:27][C:28]2[C:29]3[C:36](=[CH:15][C:12]4[NH:11][C:8]5[CH2:9][CH2:10][N:5]([CH2:4][CH2:3][N:2]([CH3:18])[CH3:1])[C:6](=[O:17])[C:7]=5[C:13]=4[CH3:14])[C:35](=[O:37])[NH:34][C:30]=3[N:31]=[CH:32][N:33]=2)[CH:23]=[CH:24][C:25]=1[F:26]. (4) Given the reactants [O:1]1[CH:5]=[CH:4][CH:3]=[C:2]1[C:6]1[O:7][C:8]([CH3:23])=[C:9]([CH2:11][O:12][C:13]2[CH:14]=[C:15]([CH2:21]O)[CH:16]=[CH:17][C:18]=2[O:19][CH3:20])[N:10]=1.S(Cl)([Cl:26])=O, predict the reaction product. The product is: [Cl:26][CH2:21][C:15]1[CH:16]=[CH:17][C:18]([O:19][CH3:20])=[C:13]([CH:14]=1)[O:12][CH2:11][C:9]1[N:10]=[C:6]([C:2]2[O:1][CH:5]=[CH:4][CH:3]=2)[O:7][C:8]=1[CH3:23].